The task is: Predict the reaction yield, written as a fraction of the theoretical maximum amount of product (1.0 means a 100% yield; for example, 0.34 means a 34% yield).. This data is from Reaction yield outcomes from USPTO patents with 853,638 reactions. (1) The reactants are [F:1][C:2]1[CH:3]=[C:4]([C@H:10]2[CH2:14][CH2:13][CH2:12][C@@H:11]2[OH:15])[CH:5]=[C:6]([F:9])[C:7]=1[F:8].CC(OI1(OC(C)=O)(OC(C)=O)OC(=O)C2C=CC=CC1=2)=O. The catalyst is C(Cl)Cl. The product is [F:1][C:2]1[CH:3]=[C:4]([CH:10]2[CH2:14][CH2:13][CH2:12][C:11]2=[O:15])[CH:5]=[C:6]([F:9])[C:7]=1[F:8]. The yield is 0.313. (2) The reactants are [OH:1][CH:2]([C:7]1[CH:17]=[CH:16][C:10]([C:11]([O:13][CH2:14][CH3:15])=[O:12])=[CH:9][CH:8]=1)[CH2:3][CH:4]([CH3:6])[CH3:5].ClCCl.CS(C)=O.C(N(CC)CC)C. The catalyst is [Cl-].[Na+].O. The product is [CH3:6][CH:4]([CH3:5])[CH2:3][C:2]([C:7]1[CH:8]=[CH:9][C:10]([C:11]([O:13][CH2:14][CH3:15])=[O:12])=[CH:16][CH:17]=1)=[O:1]. The yield is 0.800. (3) The reactants are C(N(CC)CC)C.[CH3:8][O:9][C:10]1[C:15]([O:16][CH3:17])=[C:14]([O:18][CH3:19])[CH:13]=[C:12]([CH3:20])[C:11]=1[CH:21]([C:23]1[C:28]([C:29]([F:32])([F:31])[F:30])=[C:27]([Cl:33])[N:26]=[C:25](Cl)[C:24]=1[Cl:35])[OH:22]. The catalyst is CO.[C].[Pd]. The product is [CH3:8][O:9][C:10]1[C:15]([O:16][CH3:17])=[C:14]([O:18][CH3:19])[CH:13]=[C:12]([CH3:20])[C:11]=1[CH:21]([C:23]1[C:24]([Cl:35])=[CH:25][N:26]=[C:27]([Cl:33])[C:28]=1[C:29]([F:30])([F:32])[F:31])[OH:22]. The yield is 0.240. (4) The reactants are [C:1]([C:5]1[CH:10]=[C:9]([Cl:11])[CH:8]=[CH:7][C:6]=1[NH:12][S:13]([C:16]([F:19])([F:18])[F:17])(=[O:15])=[O:14])(=O)[CH2:2][CH3:3].[C:20]1([NH:26][NH2:27])[CH:25]=[CH:24][CH:23]=[CH:22][CH:21]=1. The catalyst is C(O)C. The product is [C:20]1([NH:26][N:27]=[C:1]([C:5]2[CH:10]=[C:9]([Cl:11])[CH:8]=[CH:7][C:6]=2[NH:12][S:13]([C:16]([F:19])([F:18])[F:17])(=[O:15])=[O:14])[CH2:2][CH3:3])[CH:25]=[CH:24][CH:23]=[CH:22][CH:21]=1. The yield is 0.990. (5) The reactants are O.[CH3:2][O:3][CH2:4][CH2:5][O:6][C:7]1[CH:12]=[CH:11][C:10](/[CH:13]=[CH:14]/[C:15]([O:17][CH2:18][CH3:19])=[O:16])=[C:9]([O:20][C:21]2[C:26]([CH3:27])=[CH:25][C:24]([N+:28]([O-])=O)=[CH:23][N:22]=2)[CH:8]=1. The catalyst is C(O)(=O)C.[Zn]. The product is [NH2:28][C:24]1[CH:25]=[C:26]([CH3:27])[C:21]([O:20][C:9]2[CH:8]=[C:7]([O:6][CH2:5][CH2:4][O:3][CH3:2])[CH:12]=[CH:11][C:10]=2/[CH:13]=[CH:14]/[C:15]([O:17][CH2:18][CH3:19])=[O:16])=[N:22][CH:23]=1. The yield is 0.730. (6) The reactants are [CH:1]1([CH2:7][OH:8])[CH2:6][CH2:5][CH2:4][CH2:3][CH2:2]1.[H-].[Na+].Cl[C:12]1[CH:17]=[CH:16][N+:15]([O-])=[CH:14][CH:13]=1.CN(C=[O:23])C. The catalyst is CC(OC(C)=O)=O.CO.O. The yield is 0.580. The product is [CH:1]1([CH2:7][O:8][C:12]2[CH:17]=[CH:16][NH:15][C:14](=[O:23])[CH:13]=2)[CH2:6][CH2:5][CH2:4][CH2:3][CH2:2]1. (7) The reactants are [CH:1]([Mg]Cl)=[CH2:2].CN1C(=O)N(C)CCC1.P(OCC)(OCC)OCC.[Si:24]([O:31][C@H:32]([CH2:39]I)[CH2:33][C:34]([O:36][CH2:37][CH3:38])=[O:35])([C:27]([CH3:30])([CH3:29])[CH3:28])([CH3:26])[CH3:25]. The catalyst is C1COCC1.[Cu]I. The product is [Si:24]([O:31][C@H:32]([CH2:39][CH:1]=[CH2:2])[CH2:33][C:34]([O:36][CH2:37][CH3:38])=[O:35])([C:27]([CH3:30])([CH3:29])[CH3:28])([CH3:26])[CH3:25]. The yield is 0.678.